Dataset: Forward reaction prediction with 1.9M reactions from USPTO patents (1976-2016). Task: Predict the product of the given reaction. (1) Given the reactants [CH2:1]([O:3][C:4]1[CH:5]=[CH:6][C:7]([F:13])=[C:8](B(O)O)[CH:9]=1)[CH3:2].[C:14](=O)([O-])[O-].[Na+].[Na+].Br[C:21]1[CH:26]=[CH:25][N:24]=[C:23]([C:27]2[CH2:31][CH2:30][C@@:29]3([CH2:35][CH2:34][N:33]([CH2:36][O:37][CH2:38][CH2:39][Si:40]([CH3:43])([CH3:42])[CH3:41])[C:32]3=[O:44])[N:28]=2)[CH:22]=1, predict the reaction product. The product is: [CH2:1]([O:3][C:4]1[CH:5]=[CH:6][C:7]([F:13])=[C:8]([C:21]2[CH:26]=[CH:25][N:24]=[C:23]([C:27]3[CH2:31][CH2:30][C@:29]4([CH2:14][CH2:35][CH2:34][N:33]([CH2:36][O:37][CH2:38][CH2:39][Si:40]([CH3:43])([CH3:42])[CH3:41])[C:32]4=[O:44])[N:28]=3)[CH:22]=2)[CH:9]=1)[CH3:2]. (2) The product is: [CH3:8][O:7][C:5](=[O:6])[CH:4]([C:22]1[CH:21]=[CH:20][C:17]([C:18]#[N:19])=[CH:16][C:15]=1[Cl:14])[C:3]([O:11][CH3:12])=[O:10]. Given the reactants [H-].[Na+].[C:3]([O:11][CH2:12]C)(=[O:10])[CH2:4][C:5]([O:7][CH2:8]C)=[O:6].[Cl:14][C:15]1[CH:16]=[C:17]([CH:20]=[CH:21][C:22]=1Br)[C:18]#[N:19].Cl, predict the reaction product. (3) Given the reactants [OH:1][C:2]1[CH:3]=[CH:4][C:5]([N+:11]([O-:13])=[O:12])=[C:6]([CH:10]=1)[C:7]([OH:9])=[O:8].S(Cl)(Cl)=O.[CH3:18]O, predict the reaction product. The product is: [OH:1][C:2]1[CH:3]=[CH:4][C:5]([N+:11]([O-:13])=[O:12])=[C:6]([CH:10]=1)[C:7]([O:9][CH3:18])=[O:8]. (4) Given the reactants [CH:1]1([C@:7]([C:15]2[O:16][C:17]([CH2:20][N:21]([CH3:23])[CH3:22])=[CH:18][N:19]=2)([C:9]2[CH:14]=[CH:13][CH:12]=[CH:11][CH:10]=2)[OH:8])[CH2:6][CH2:5][CH2:4][CH2:3][CH2:2]1.[Br:24][CH2:25][CH2:26][O:27][CH2:28][C:29]1[CH:34]=[CH:33][C:32]([Cl:35])=[CH:31][CH:30]=1, predict the reaction product. The product is: [Br-:24].[Cl:35][C:32]1[CH:33]=[CH:34][C:29]([CH2:28][O:27][CH2:26][CH2:25][N+:21]([CH2:20][C:17]2[O:16][C:15]([C@:7]([CH:9]3[CH2:14][CH2:13][CH2:12][CH2:11][CH2:10]3)([OH:8])[C:1]3[CH:2]=[CH:3][CH:4]=[CH:5][CH:6]=3)=[N:19][CH:18]=2)([CH3:23])[CH3:22])=[CH:30][CH:31]=1. (5) Given the reactants [O:1]=[S:2]1(=[O:34])[C:7]2[CH:8]=[CH:9][CH:10]=[CH:11][C:6]=2[NH:5][C:4]([C:12]2[C:13](=[O:33])[N:14]([N:23]=[CH:24][C:25]3[CH:30]=[CH:29][C:28]([O:31][CH3:32])=[CH:27][CH:26]=3)[C:15]3[C:20]([C:21]=2[OH:22])=[CH:19][CH:18]=[CH:17][CH:16]=3)=[N:3]1.CO.[BH4-].[Li+].Cl, predict the reaction product. The product is: [O:34]=[S:2]1(=[O:1])[C:7]2[CH:8]=[CH:9][CH:10]=[CH:11][C:6]=2[NH:5][C:4]([C:12]2[C:13](=[O:33])[N:14]([NH:23][CH2:24][C:25]3[CH:26]=[CH:27][C:28]([O:31][CH3:32])=[CH:29][CH:30]=3)[C:15]3[C:20]([C:21]=2[OH:22])=[CH:19][CH:18]=[CH:17][CH:16]=3)=[N:3]1. (6) Given the reactants [N+:1]([C:4]1[CH:17]=[CH:16][C:7]([O:8][C:9]([CH3:15])([CH3:14])[C:10]([O:12]C)=[O:11])=[CH:6][CH:5]=1)([O-:3])=[O:2].[OH-].[Na+].Cl, predict the reaction product. The product is: [N+:1]([C:4]1[CH:5]=[CH:6][C:7]([O:8][C:9]([CH3:15])([CH3:14])[C:10]([OH:12])=[O:11])=[CH:16][CH:17]=1)([O-:3])=[O:2]. (7) Given the reactants [CH3:1][O:2][C:3](=[O:15])[C:4](=[O:14])[CH:5]([Cl:13])[C:6]1[CH:11]=[CH:10][C:9](F)=[CH:8][CH:7]=1.C(=O)C1C=CC=CC=1.FC1C=CC(C=O)=CC=1, predict the reaction product. The product is: [CH3:1][O:2][C:3](=[O:15])[C:4](=[O:14])[CH:5]([Cl:13])[C:6]1[CH:7]=[CH:8][CH:9]=[CH:10][CH:11]=1. (8) Given the reactants Cl[C:2]1(Cl)[C:10]2[C:5](=[CH:6][CH:7]=[C:8]([N+:11]([O-])=O)[CH:9]=2)[N:4]([CH2:14][C:15]([O:17][CH3:18])=[O:16])[C:3]1=[O:19], predict the reaction product. The product is: [NH2:11][C:8]1[CH:9]=[C:10]2[C:5](=[CH:6][CH:7]=1)[N:4]([CH2:14][C:15]([O:17][CH3:18])=[O:16])[C:3](=[O:19])[CH2:2]2. (9) Given the reactants Cl[C:2]1[CH:3]=[C:4]([CH:9]=[C:10](Cl)[N:11]=1)[C:5]([O:7][CH3:8])=[O:6].P([O-])([O-])([O-])=O.[K+].[K+].[K+].CO[C:23]1[CH:28]=CC=C[C:24]=1P(C1C=CC=CC=1OC)C1C=CC=CC=1OC.C(B1OC(C)(C)C(C)(C)O1)(C)=C.[F:58][C:59]1[CH:64]=[C:63]([F:65])[CH:62]=[CH:61][C:60]=1B(O)O.C([O-])(O)=O.[Na+], predict the reaction product. The product is: [F:58][C:59]1[CH:64]=[C:63]([F:65])[CH:62]=[CH:61][C:60]=1[C:2]1[CH:3]=[C:4]([CH:9]=[C:10]([C:23]([CH3:28])=[CH2:24])[N:11]=1)[C:5]([O:7][CH3:8])=[O:6].